This data is from Forward reaction prediction with 1.9M reactions from USPTO patents (1976-2016). The task is: Predict the product of the given reaction. (1) Given the reactants [N+:1]([C:4]1[CH:12]=[CH:11][C:7]2[O:8][CH2:9][O:10][C:6]=2[CH:5]=1)([O-:3])=[O:2].[N+:13]([O-])([OH:15])=[O:14], predict the reaction product. The product is: [N+:13]([C:12]1[C:4]([N+:1]([O-:3])=[O:2])=[CH:5][C:6]2[O:10][CH2:9][O:8][C:7]=2[CH:11]=1)([O-:15])=[O:14]. (2) The product is: [Br:10][C:8]1[CH:9]=[C:4]([C:19](=[O:20])[CH3:18])[CH:5]=[N:6][CH:7]=1. Given the reactants N#N.Br[C:4]1[CH:5]=[N:6][CH:7]=[C:8]([Br:10])[CH:9]=1.[Li]CCCC.[NH4+].[Cl-].[CH3:18][CH2:19][O:20]CC, predict the reaction product.